From a dataset of Reaction yield outcomes from USPTO patents with 853,638 reactions. Predict the reaction yield, written as a fraction of the theoretical maximum amount of product (1.0 means a 100% yield; for example, 0.34 means a 34% yield). (1) The reactants are Br[C:2]1[CH:11]=[CH:10][C:9]2[C:4](=[CH:5][CH:6]=[C:7]([O:12][C@H:13]3[CH2:18][CH2:17][C@H:16]([C:19]([CH3:22])([CH3:21])[CH3:20])[CH2:15][CH2:14]3)[CH:8]=2)[CH:3]=1.[C:23]([Cu])#[N:24].O. The catalyst is CS(C)=O. The product is [C:19]([C@H:16]1[CH2:15][CH2:14][C@H:13]([O:12][C:7]2[CH:8]=[C:9]3[C:4](=[CH:5][CH:6]=2)[CH:3]=[C:2]([C:23]#[N:24])[CH:11]=[CH:10]3)[CH2:18][CH2:17]1)([CH3:20])([CH3:21])[CH3:22]. The yield is 0.820. (2) The reactants are CN(C)C1C2C(=CC=CC=2N(C)C)C=CC=1.F[B-](F)(F)F.[CH3:22][O+:23]([CH3:25])C.[N+:26]([C:29]1[CH:30]=[C:31]2[CH:37]=[C:36](CO)[N:35]([S:40]([C:43]3[CH:48]=[CH:47][CH:46]=[CH:45][CH:44]=3)(=[O:42])=[O:41])[C:32]2=[N:33][CH:34]=1)([O-:28])=[O:27].C([O-])(O)=O.[Na+]. The catalyst is C(Cl)Cl. The product is [CH3:22][O:23][CH2:25][C:36]1[N:35]([S:40]([C:43]2[CH:48]=[CH:47][CH:46]=[CH:45][CH:44]=2)(=[O:41])=[O:42])[C:32]2=[N:33][CH:34]=[C:29]([N+:26]([O-:28])=[O:27])[CH:30]=[C:31]2[CH:37]=1. The yield is 0.960.